Dataset: Peptide-MHC class II binding affinity with 134,281 pairs from IEDB. Task: Regression. Given a peptide amino acid sequence and an MHC pseudo amino acid sequence, predict their binding affinity value. This is MHC class II binding data. (1) The peptide sequence is KLRSAGEVEIQFRRV. The MHC is DRB1_0701 with pseudo-sequence DRB1_0701. The binding affinity (normalized) is 0.0735. (2) The peptide sequence is TFTVQKGSDPKKLVL. The MHC is HLA-DPA10201-DPB10501 with pseudo-sequence HLA-DPA10201-DPB10501. The binding affinity (normalized) is 0.370.